This data is from Catalyst prediction with 721,799 reactions and 888 catalyst types from USPTO. The task is: Predict which catalyst facilitates the given reaction. (1) Reactant: [CH3:1][C:2]1[O:3][C:4]2[CH:10]=[C:9]([N+:11]([O-:13])=[O:12])[CH:8]=[CH:7][C:5]=2[N:6]=1.C(O)(=O)C.[BH4-].[Na+]. Product: [CH2:2]([NH:6][C:5]1[CH:7]=[CH:8][C:9]([N+:11]([O-:13])=[O:12])=[CH:10][C:4]=1[OH:3])[CH3:1]. The catalyst class is: 7. (2) Reactant: [Cl:1][C:2]1[S:6][C:5]([C:7]([NH:9][CH2:10][CH2:11][C:12]([OH:14])=O)=[O:8])=[CH:4][CH:3]=1.[F:15][CH:16]([F:32])[CH2:17][NH:18][C:19]1[CH:24]=[CH:23][C:22]([N:25]2[CH2:30][CH2:29][O:28][CH2:27][C:26]2=[O:31])=[CH:21][CH:20]=1.ClP(Cl)(C1C=CC=CC=1)(C1C=CC=CC=1)C1C=CC=CC=1. Product: [F:32][CH:16]([F:15])[CH2:17][N:18]([C:19]1[CH:24]=[CH:23][C:22]([N:25]2[CH2:30][CH2:29][O:28][CH2:27][C:26]2=[O:31])=[CH:21][CH:20]=1)[C:12]([CH2:11][CH2:10][NH:9][C:7]([C:5]1[S:6][C:2]([Cl:1])=[CH:3][CH:4]=1)=[O:8])=[O:14]. The catalyst class is: 22. (3) Reactant: [F:1][C:2]1([CH2:26][N:27]=[N+]=[N-])[CH2:7][CH2:6][N:5]([C:8]2[CH:13]=[CH:12][C:11]([N:14]3[CH2:18][C@H:17]([CH2:19][NH:20][C:21](=[O:23])[CH3:22])[O:16][C:15]3=[O:24])=[CH:10][C:9]=2[F:25])[CH2:4][CH2:3]1.C1(P(C2C=CC=CC=2)C2C=CC=CC=2)C=CC=CC=1.O. Product: [F:1][C:2]1([CH2:26][NH2:27])[CH2:7][CH2:6][N:5]([C:8]2[CH:13]=[CH:12][C:11]([N:14]3[CH2:18][C@H:17]([CH2:19][NH:20][C:21](=[O:23])[CH3:22])[O:16][C:15]3=[O:24])=[CH:10][C:9]=2[F:25])[CH2:4][CH2:3]1. The catalyst class is: 7. (4) Reactant: [NH2:1][C:2]1[N:7]=[C:6]([NH:8][C@H:9]([C:11]2[N:16]=[C:15]3[CH:17]=[CH:18][N:19]([CH3:20])[C:14]3=[CH:13][C:12]=2[CH:21]2[CH2:26][CH2:25][CH:24]([NH:27]C(=O)OC(C)(C)C)[CH2:23][CH2:22]2)[CH3:10])[C:5]([C:35]#[N:36])=[C:4]([CH3:37])[N:3]=1.C(O)(C(F)(F)F)=O. Product: [NH2:1][C:2]1[N:7]=[C:6]([NH:8][C@H:9]([C:11]2[N:16]=[C:15]3[CH:17]=[CH:18][N:19]([CH3:20])[C:14]3=[CH:13][C:12]=2[CH:21]2[CH2:26][CH2:25][CH:24]([NH2:27])[CH2:23][CH2:22]2)[CH3:10])[C:5]([C:35]#[N:36])=[C:4]([CH3:37])[N:3]=1. The catalyst class is: 2.